The task is: Predict the reactants needed to synthesize the given product.. This data is from Full USPTO retrosynthesis dataset with 1.9M reactions from patents (1976-2016). (1) Given the product [NH:20]1[CH2:24][CH2:23][C:22]2([C:8]3[NH:9][C:4]4[C:5]([C:7]=3[CH2:10][CH2:11][O:12]2)=[CH:6][CH:1]=[CH:2][CH:3]=4)[CH2:21]1, predict the reactants needed to synthesize it. The reactants are: [CH:1]1[CH:2]=[CH:3][C:4]2[NH:9][CH:8]=[C:7]([CH2:10][CH2:11][OH:12])[C:5]=2[CH:6]=1.C([N:20]1[CH2:24][CH2:23][C:22](=O)[CH2:21]1)(OC(C)(C)C)=O.B(F)(F)F.CCOCC.[OH-].[Na+]. (2) Given the product [CH2:19]([O:21][CH:7]([CH2:6][C:5]1[CH:4]=[CH:16][CH:15]=[CH:14][CH:13]=1)[C:8]([O:10][CH2:11][CH3:12])=[O:9])[CH3:20], predict the reactants needed to synthesize it. The reactants are: C(O[C:4]1[CH:16]=[CH:15][CH:14]=[CH:13][C:5]=1[CH:6]=[CH:7][C:8]([O:10][CH2:11][CH3:12])=[O:9])C.[H][H].[CH2:19]([OH:21])[CH3:20]. (3) Given the product [CH2:1]([N:8]1[CH2:12][C@H:11]([C:13]2[CH:18]=[CH:17][CH:16]=[CH:15][CH:14]=2)[C@@H:10]([CH2:19][OH:20])[CH2:9]1)[C:2]1[CH:3]=[CH:4][CH:5]=[CH:6][CH:7]=1, predict the reactants needed to synthesize it. The reactants are: [CH2:1]([N:8]1[CH2:12][C@H:11]([C:13]2[CH:18]=[CH:17][CH:16]=[CH:15][CH:14]=2)[C@@H:10]([C:19](N2[C@@H](C3C=CC=CC=3)COC2=O)=[O:20])[CH2:9]1)[C:2]1[CH:7]=[CH:6][CH:5]=[CH:4][CH:3]=1.[H-].[Al+3].[Li+].[H-].[H-].[H-].O. (4) The reactants are: [Cl:1][C:2]1[C:3]([NH:27][C:28]2[CH:32]=[C:31]([CH:33]3[CH2:35][CH2:34]3)[NH:30][N:29]=2)=[N:4][C:5]([C:8]2[S:12][C:11]([S:13]([NH:16][CH2:17][CH2:18][NH:19]C(=O)OC(C)(C)C)(=[O:15])=[O:14])=[CH:10][CH:9]=2)=[N:6][CH:7]=1.Cl.CC1C=CC(COC(NNC(C2C=NC=CN=2)=O)=O)=CC=1.C([O-])([O-])=O.[Na+].[Na+]. Given the product [NH2:19][CH2:18][CH2:17][NH:16][S:13]([C:11]1[S:12][C:8]([C:5]2[N:4]=[C:3]([NH:27][C:28]3[CH:32]=[C:31]([CH:33]4[CH2:34][CH2:35]4)[NH:30][N:29]=3)[C:2]([Cl:1])=[CH:7][N:6]=2)=[CH:9][CH:10]=1)(=[O:15])=[O:14], predict the reactants needed to synthesize it. (5) Given the product [C:37]([CH2:36][N:33]1[CH:34]=[CH:35][C:31]([NH:30][C:28]([CH:9]2[CH:8]([C:4]3[CH:5]=[CH:6][CH:7]=[C:2]([Cl:1])[C:3]=3[F:40])[C:12]([C:15]3[CH:20]=[CH:19][C:18]([Cl:21])=[CH:17][C:16]=3[F:22])([C:13]#[N:14])[CH:11]([CH2:23][C:24]([CH3:25])([CH3:27])[CH3:26])[NH:10]2)=[O:29])=[N:32]1)(=[O:39])[NH2:43], predict the reactants needed to synthesize it. The reactants are: [Cl:1][C:2]1[C:3]([F:40])=[C:4]([C@@H:8]2[C@:12]([C:15]3[CH:20]=[CH:19][C:18]([Cl:21])=[CH:17][C:16]=3[F:22])([C:13]#[N:14])[C@H:11]([CH2:23][C:24]([CH3:27])([CH3:26])[CH3:25])[NH:10][C@H:9]2[C:28]([NH:30][C:31]2[CH:35]=[CH:34][N:33]([CH2:36][C:37]([OH:39])=O)[N:32]=2)=[O:29])[CH:5]=[CH:6][CH:7]=1.N.C[N:43](C(ON1N=NC2C=CC=NC1=2)=[N+](C)C)C.F[P-](F)(F)(F)(F)F.CCN(C(C)C)C(C)C.